From a dataset of TCR-epitope binding with 47,182 pairs between 192 epitopes and 23,139 TCRs. Binary Classification. Given a T-cell receptor sequence (or CDR3 region) and an epitope sequence, predict whether binding occurs between them. (1) The epitope is SGPLKAEIAQRLED. The TCR CDR3 sequence is CASSFSGSFDNEQFF. Result: 0 (the TCR does not bind to the epitope). (2) The epitope is GTITSGWTF. The TCR CDR3 sequence is CSASGAYEQYF. Result: 1 (the TCR binds to the epitope). (3) The epitope is RPRGEVRFL. The TCR CDR3 sequence is CASSEGLAAYEQYF. Result: 0 (the TCR does not bind to the epitope). (4) The epitope is LLWNGPMAV. The TCR CDR3 sequence is CASSLKLAGTDTQYF. Result: 1 (the TCR binds to the epitope). (5) The epitope is QASQEVKNW. The TCR CDR3 sequence is CASSIRDVSGLGNEQFF. Result: 0 (the TCR does not bind to the epitope). (6) The epitope is YVLDHLIVV. The TCR CDR3 sequence is CASSQLVSLRGEQYF. Result: 0 (the TCR does not bind to the epitope). (7) The epitope is LQPFPQPELPYPQPQ. The TCR CDR3 sequence is CASSDTNTGELFF. Result: 0 (the TCR does not bind to the epitope). (8) The epitope is QVPLRPMTYK. The TCR CDR3 sequence is CASSDRIPYGYTF. Result: 0 (the TCR does not bind to the epitope). (9) The epitope is LEPLVDLPI. The TCR CDR3 sequence is CASSQEPAHSYNEQFF. Result: 1 (the TCR binds to the epitope). (10) The TCR CDR3 sequence is CASSLEGSPSQNTEAFF. Result: 1 (the TCR binds to the epitope). The epitope is GMFNMLSTVLGVS.